From a dataset of Full USPTO retrosynthesis dataset with 1.9M reactions from patents (1976-2016). Predict the reactants needed to synthesize the given product. (1) Given the product [N:1]1([C:7]2[CH:8]=[CH:9][C:10]([NH:13][C:14]3[C:23]4[C:18](=[CH:19][CH:20]=[C:21]([C:24]5[O:28][C:27]([CH2:29][OH:30])=[CH:26][CH:25]=5)[CH:22]=4)[N:17]=[CH:16][N:15]=3)=[CH:11][CH:12]=2)[CH2:2][CH2:3][O:4][CH2:5][CH2:6]1, predict the reactants needed to synthesize it. The reactants are: [N:1]1([C:7]2[CH:12]=[CH:11][C:10]([NH:13][C:14]3[C:23]4[C:18](=[CH:19][CH:20]=[C:21]([C:24]5[O:28][C:27]([CH:29]=[O:30])=[CH:26][CH:25]=5)[CH:22]=4)[N:17]=[CH:16][N:15]=3)=[CH:9][CH:8]=2)[CH2:6][CH2:5][O:4][CH2:3][CH2:2]1.C(O[BH-](OC(=O)C)OC(=O)C)(=O)C.[Na+]. (2) Given the product [Br:8][C:7]1[C:2]([N:10]2[CH2:13][CH:12]([OH:15])[CH2:11]2)=[N:3][CH:4]=[CH:5][CH:6]=1, predict the reactants needed to synthesize it. The reactants are: Br[C:2]1[C:7]([Br:8])=[CH:6][CH:5]=[CH:4][N:3]=1.Cl.[N:10]1(O)[CH2:13][CH2:12][CH2:11]1.[OH2:15]. (3) Given the product [CH3:33][CH:32]([CH3:34])[C@H:27]([N:21]1[CH2:20][C:19]2[C:23](=[CH:24][CH:25]=[C:17]([C:14]3[CH:15]=[CH:16][C:11]([NH:10][C:9]([NH:8][C:3]4[CH:4]=[CH:5][CH:6]=[CH:7][C:2]=4[CH3:37])=[S:35])=[CH:12][CH:13]=3)[CH:18]=2)[C:22]1=[O:26])[C:28]([O:30][CH3:31])=[O:29], predict the reactants needed to synthesize it. The reactants are: F[C:2]1[CH:7]=[CH:6][CH:5]=[CH:4][C:3]=1[NH:8][C:9](=[S:35])[NH:10][C:11]1[CH:16]=[CH:15][C:14]([C:17]2[CH:18]=[C:19]3[C:23](=[CH:24][CH:25]=2)[C:22](=[O:26])[N:21]([C@@H:27]([CH:32]([CH3:34])[CH3:33])[C:28]([O:30][CH3:31])=[O:29])[CH2:20]3)=[CH:13][CH:12]=1.N[C:37]1C=CC(C2C=C3C(=CC=2)C(=O)N([C@@H](C(C)C)C(OC)=O)C3)=CC=1.CC1C=CC=CC=1N=C=S. (4) Given the product [CH2:26]([O:33][C:34]1[CH:43]=[C:42]2[C:37]([CH:38]=[C:39]([C:13]3[CH:18]=[C:17]([O:19][CH3:20])[C:16]([O:21][CH3:22])=[CH:15][C:14]=3[N+:23]([O-:25])=[O:24])[CH2:40][CH2:41]2)=[CH:36][CH:35]=1)[C:27]1[CH:28]=[CH:29][CH:30]=[CH:31][CH:32]=1, predict the reactants needed to synthesize it. The reactants are: BrC1C=CC(OC)=C(OC)C=1.Br[C:13]1[CH:18]=[C:17]([O:19][CH3:20])[C:16]([O:21][CH3:22])=[CH:15][C:14]=1[N+:23]([O-:25])=[O:24].[CH2:26]([O:33][C:34]1[CH:43]=[C:42]2[C:37]([CH:38]=[C:39](Br)[CH2:40][CH2:41]2)=[CH:36][CH:35]=1)[C:27]1[CH:32]=[CH:31][CH:30]=[CH:29][CH:28]=1.